The task is: Predict which catalyst facilitates the given reaction.. This data is from Catalyst prediction with 721,799 reactions and 888 catalyst types from USPTO. (1) Reactant: [OH-].[NH4+].C(=O)(OCC)[O:4][C:5]1[CH:10]=[C:9]([N+:11]([O-:13])=[O:12])[CH:8]=[C:7]([F:14])[C:6]=1[F:15]. Product: [F:15][C:6]1[C:7]([F:14])=[CH:8][C:9]([N+:11]([O-:13])=[O:12])=[CH:10][C:5]=1[OH:4]. The catalyst class is: 25. (2) Reactant: [Cl:1][C:2]1[NH:6][C:5]2[CH:7]=[CH:8][C:9]([C:11]([F:14])([F:13])[F:12])=[CH:10][C:4]=2[N:3]=1.C(N(CC)CC)C.Cl[CH2:23][O:24][CH2:25][CH2:26][Si:27]([CH3:30])([CH3:29])[CH3:28].O. Product: [Cl:1][C:2]1[N:6]([CH2:23][O:24][CH2:25][CH2:26][Si:27]([CH3:30])([CH3:29])[CH3:28])[C:5]2[CH:7]=[CH:8][C:9]([C:11]([F:14])([F:13])[F:12])=[CH:10][C:4]=2[N:3]=1. The catalyst class is: 4. (3) Reactant: [Cl:1][C:2]1[CH:11]=[C:10]2[C:5]([NH:6][C:7](=[O:18])[C:8]3[N:9]2[CH:12]=[N:13][C:14]=3C(O)=O)=[CH:4][CH:3]=1. Product: [Cl:1][C:2]1[CH:11]=[C:10]2[C:5]([NH:6][C:7](=[O:18])[C:8]3[N:9]2[CH:12]=[N:13][CH:14]=3)=[CH:4][CH:3]=1. The catalyst class is: 400.